This data is from Catalyst prediction with 721,799 reactions and 888 catalyst types from USPTO. The task is: Predict which catalyst facilitates the given reaction. (1) Reactant: [Cl:1][C:2]1[CH:22]=[C:21]([CH2:23][O:24][C:25]2[CH:30]=[CH:29][CH:28]=[CH:27][CH:26]=2)[CH:20]=[CH:19][C:3]=1[CH2:4][C:5]1[C:13]2[C:8](=[CH:9][CH:10]=[C:11]([C:14]([O:16]C)=[O:15])[CH:12]=2)[NH:7][C:6]=1[CH3:18].[OH-].[Na+].C(O)C.Cl. Product: [C:14]([C:11]1[CH:12]=[C:13]2[C:8](=[CH:9][CH:10]=1)[NH:7][C:6]([CH3:18])=[C:5]2[CH2:4][C:3]1[CH:19]=[CH:20][C:21]([CH2:23][O:24][C:25]2[CH:30]=[CH:29][CH:28]=[CH:27][CH:26]=2)=[CH:22][C:2]=1[Cl:1])([OH:16])=[O:15]. The catalyst class is: 69. (2) Reactant: [CH2:1]([N:3]([CH2:6][CH3:7])[CH2:4][CH3:5])[CH3:2].[C:8]([O:31][CH2:32][CH2:33][O:34][CH2:35][CH2:36][O:37][S:38]([CH3:41])(=[O:40])=[O:39])(=[O:30])[CH2:9][CH2:10][CH2:11][CH2:12][CH2:13][CH2:14][CH2:15][CH2:16][CH2:17][CH2:18][CH2:19][CH2:20][CH2:21][CH2:22][CH2:23][CH2:24][CH2:25][CH2:26][CH2:27][CH2:28][CH3:29]. Product: [CH3:41][S:38]([O-:40])(=[O:39])=[O:37].[C:8]([O:31][CH2:32][CH2:33][O:34][CH2:35][CH2:36][N+:3]([CH2:6][CH3:7])([CH2:4][CH3:5])[CH2:1][CH3:2])(=[O:30])[CH2:9][CH2:10][CH2:11][CH2:12][CH2:13][CH2:14][CH2:15][CH2:16][CH2:17][CH2:18][CH2:19][CH2:20][CH2:21][CH2:22][CH2:23][CH2:24][CH2:25][CH2:26][CH2:27][CH2:28][CH3:29]. The catalyst class is: 10. (3) Reactant: [CH3:1][O:2][C:3]1[C:12]([O:13][CH3:14])=[CH:11][CH:10]=[C:9]2[C:4]=1[CH2:5][CH2:6][C:7](=O)[CH2:8]2.Cl.[CH2:17]([O:19][NH2:20])[CH3:18].C([O-])([O-])=O.[Na+].[Na+]. Product: [CH3:1][O:2][C:3]1[C:12]([O:13][CH3:14])=[CH:11][CH:10]=[C:9]2[C:4]=1[CH2:5][CH2:6][CH:7]([NH:20][O:19][CH2:17][CH3:18])[CH2:8]2. The catalyst class is: 6.